Dataset: Forward reaction prediction with 1.9M reactions from USPTO patents (1976-2016). Task: Predict the product of the given reaction. (1) Given the reactants [Si:1]([O:8][CH2:9][C:10]1[CH:17]=[CH:16][C:13]([CH:14]=O)=[CH:12][CH:11]=1)([C:4]([CH3:7])([CH3:6])[CH3:5])([CH3:3])[CH3:2].[CH3:18][O:19][C:20]1[CH:25]=[CH:24][CH:23]=[C:22]([NH2:26])[CH:21]=1, predict the reaction product. The product is: [Si:1]([O:8][CH2:9][C:10]1[CH:17]=[CH:16][C:13]([CH:14]=[N:26][C:22]2[CH:23]=[CH:24][CH:25]=[C:20]([O:19][CH3:18])[CH:21]=2)=[CH:12][CH:11]=1)([C:4]([CH3:7])([CH3:6])[CH3:5])([CH3:3])[CH3:2]. (2) Given the reactants [CH3:1][O:2][C:3]1[CH:19]=[CH:18][C:17]([O:20][CH3:21])=[CH:16][C:4]=1[CH2:5][NH:6][C:7]([C:9]1[CH:14]=[CH:13][CH:12]=[C:11](Br)[N:10]=1)=[O:8].[CH3:22][CH2:23][O-:24].[Na+], predict the reaction product. The product is: [CH3:1][O:2][C:3]1[CH:19]=[CH:18][C:17]([O:20][CH3:21])=[CH:16][C:4]=1[CH2:5][NH:6][C:7]([C:9]1[CH:14]=[CH:13][CH:12]=[C:11]([O:24][CH2:23][CH3:22])[N:10]=1)=[O:8]. (3) Given the reactants [F:1][CH:2]([F:14])[O:3][C:4]1[CH:5]=[C:6]([CH:11]=[CH:12][N:13]=1)[C:7](OC)=[O:8].CC(C[AlH]CC(C)C)C.[OH-].[Na+].C([O-])(O)=O.[Na+], predict the reaction product. The product is: [F:14][CH:2]([F:1])[O:3][C:4]1[CH:5]=[C:6]([CH2:7][OH:8])[CH:11]=[CH:12][N:13]=1. (4) The product is: [OH:1][C:2]1[CH:9]=[CH:8][CH:7]=[CH:6][C:3]=1[CH:4]=[CH:9][C:8](=[O:14])[CH:7]=[CH:6][C:10]1[CH:4]=[CH:3][CH:2]=[CH:13][C:11]=1[OH:12]. Given the reactants [OH:1][C:2]1[CH:9]=[CH:8][CH:7]=[CH:6][C:3]=1[CH:4]=O.[CH3:10][C:11]([CH3:13])=[O:12].[OH-:14].[Na+].Cl, predict the reaction product. (5) The product is: [ClH:44].[ClH:44].[CH2:1]([C:5]1[CH:6]=[C:7]2[C:12](=[C:13]([O:15][CH:16]3[CH2:17][CH2:18][N:19]([CH2:35][CH2:34][CH2:33][S:30]([CH3:29])(=[O:32])=[O:31])[CH2:20][CH2:21]3)[CH:14]=1)[N:11]=[CH:10][CH:9]=[CH:8]2)[CH2:2][CH2:3][CH3:4]. Given the reactants [CH2:1]([C:5]1[CH:6]=[C:7]2[C:12](=[C:13]([O:15][CH:16]3[CH2:21][CH2:20][NH:19][CH2:18][CH2:17]3)[CH:14]=1)[N:11]=[CH:10][CH:9]=[CH:8]2)[CH2:2][CH2:3][CH3:4].[I-].[Na+].C(=O)(O)[O-].[Na+].[CH3:29][S:30]([CH2:33][CH2:34][CH2:35]Br)(=[O:32])=[O:31].CS(CCC[Cl:44])(=O)=O, predict the reaction product. (6) Given the reactants [CH3:1][C:2]1[NH:3][C:4]([C:22]([F:25])([F:24])[F:23])=[C:5]([C:20]#[N:21])[C@@H:6]([C:10]2[CH:11]=[C:12]3[C:16](=[CH:17][CH:18]=2)[NH:15][N:14]=[C:13]3[CH3:19])[C:7]=1[C:8]#[N:9].[OH-].[Na+:27], predict the reaction product. The product is: [C:8]([C:7]1[C@H:6]([C:10]2[CH:11]=[C:12]3[C:16](=[CH:17][CH:18]=2)[NH:15][N:14]=[C:13]3[CH3:19])[C:5]([C:20]#[N:21])=[C:4]([C:22]([F:23])([F:25])[F:24])[N-:3][C:2]=1[CH3:1])#[N:9].[Na+:27].